Regression. Given a peptide amino acid sequence and an MHC pseudo amino acid sequence, predict their binding affinity value. This is MHC class II binding data. From a dataset of Peptide-MHC class II binding affinity with 134,281 pairs from IEDB. (1) The peptide sequence is AAATAGTTVYGAFAM. The MHC is HLA-DQA10102-DQB10602 with pseudo-sequence HLA-DQA10102-DQB10602. The binding affinity (normalized) is 0.799. (2) The peptide sequence is IPTLAAQFPFNASDS. The MHC is DRB1_0901 with pseudo-sequence DRB1_0901. The binding affinity (normalized) is 0.532.